Dataset: Forward reaction prediction with 1.9M reactions from USPTO patents (1976-2016). Task: Predict the product of the given reaction. (1) Given the reactants [NH2:1][C:2]1[CH:15]=[CH:14][C:13]([Cl:16])=[CH:12][C:3]=1[C:4]([NH:6][CH:7]([CH:9]1[CH2:11][CH2:10]1)[CH3:8])=[O:5].[H-].[Na+].[Br:19]Br.Cl, predict the reaction product. The product is: [NH2:1][C:2]1[C:15]([Br:19])=[CH:14][C:13]([Cl:16])=[CH:12][C:3]=1[C:4]([NH:6][CH:7]([CH:9]1[CH2:11][CH2:10]1)[CH3:8])=[O:5]. (2) Given the reactants [CH:1]1[C:6]2[C:7]([NH:9][C:10](=[O:11])[C:5]=2[CH:4]=[N:3][CH:2]=1)=[O:8].[H-].[Na+].CI.[C:16](OCC)(=O)C, predict the reaction product. The product is: [CH3:16][N:9]1[C:7](=[O:8])[C:6]2[CH:1]=[CH:2][N:3]=[CH:4][C:5]=2[C:10]1=[O:11].